Dataset: Catalyst prediction with 721,799 reactions and 888 catalyst types from USPTO. Task: Predict which catalyst facilitates the given reaction. Reactant: [CH3:1][O:2][C:3]1[CH:10]=[CH:9][C:6]([CH2:7]Cl)=[CH:5][CH:4]=1.[CH2:11]([NH:18][CH2:19][C:20]([O:22][CH2:23][CH3:24])=[O:21])[C:12]1[CH:17]=[CH:16][CH:15]=[CH:14][CH:13]=1.[H-].[Na+]. Product: [CH2:23]([O:22][C:20](=[O:21])[CH2:19][N:18]([CH2:11][C:12]1[CH:17]=[CH:16][CH:15]=[CH:14][CH:13]=1)[CH2:7][C:6]1[CH:9]=[CH:10][C:3]([O:2][CH3:1])=[CH:4][CH:5]=1)[CH3:24]. The catalyst class is: 3.